From a dataset of Forward reaction prediction with 1.9M reactions from USPTO patents (1976-2016). Predict the product of the given reaction. (1) Given the reactants [CH3:1][S:2](Cl)(=[O:4])=[O:3].[Cl:6][C:7]1[CH:12]=[CH:11][C:10]([C:13]2[CH:14]=[CH:15][C:16]([C:19]#[C:20][C:21]3[CH:30]=[CH:29][C:24]([O:25][CH2:26][CH2:27][OH:28])=[CH:23][CH:22]=3)=[N:17][CH:18]=2)=[CH:9][CH:8]=1.C(N(CC)CC)C.N1C=CC=CC=1, predict the reaction product. The product is: [CH3:1][S:2]([O:28][CH2:27][CH2:26][O:25][C:24]1[CH:23]=[CH:22][C:21]([C:20]#[C:19][C:16]2[CH:15]=[CH:14][C:13]([C:10]3[CH:9]=[CH:8][C:7]([Cl:6])=[CH:12][CH:11]=3)=[CH:18][N:17]=2)=[CH:30][CH:29]=1)(=[O:4])=[O:3]. (2) Given the reactants [NH2:1][C:2]1[CH:3]=[CH:4][C:5]([F:20])=[C:6]([C:8]([C:10]2[CH:11]=[C:12]3[C:17](=[CH:18][CH:19]=2)[N:16]=[CH:15][CH:14]=[N:13]3)=[O:9])[CH:7]=1.[CH2:21]([S:24](Cl)(=[O:26])=[O:25])[CH2:22][CH3:23], predict the reaction product. The product is: [F:20][C:5]1[CH:4]=[CH:3][C:2]([N:1]([S:24]([CH2:21][CH2:22][CH3:23])(=[O:26])=[O:25])[S:24]([CH2:21][CH2:22][CH3:23])(=[O:26])=[O:25])=[CH:7][C:6]=1[C:8]([C:10]1[CH:11]=[C:12]2[C:17](=[CH:18][CH:19]=1)[N:16]=[CH:15][CH:14]=[N:13]2)=[O:9].